This data is from Full USPTO retrosynthesis dataset with 1.9M reactions from patents (1976-2016). The task is: Predict the reactants needed to synthesize the given product. (1) Given the product [NH2:1][C:2]1[C:10]([Br:12])=[CH:9][C:8]([F:11])=[CH:7][C:3]=1[C:4]([OH:6])=[O:5], predict the reactants needed to synthesize it. The reactants are: [NH2:1][C:2]1[CH:10]=[CH:9][C:8]([F:11])=[CH:7][C:3]=1[C:4]([OH:6])=[O:5].[Br:12]Br. (2) Given the product [CH3:1][O:2][C:3](=[O:25])[CH2:4][C:5]1[C:14]([CH3:15])=[C:13]([B:26]2[O:30][C:29]([CH3:32])([CH3:31])[C:28]([CH3:34])([CH3:33])[O:27]2)[C:12]2[C:7](=[CH:8][CH:9]=[C:10]([Cl:24])[CH:11]=2)[CH:6]=1, predict the reactants needed to synthesize it. The reactants are: [CH3:1][O:2][C:3](=[O:25])[CH2:4][C:5]1[C:14]([CH3:15])=[C:13](OS(C(F)(F)F)(=O)=O)[C:12]2[C:7](=[CH:8][CH:9]=[C:10]([Cl:24])[CH:11]=2)[CH:6]=1.[B:26]1([B:26]2[O:30][C:29]([CH3:32])([CH3:31])[C:28]([CH3:34])([CH3:33])[O:27]2)[O:30][C:29]([CH3:32])([CH3:31])[C:28]([CH3:34])([CH3:33])[O:27]1.C([O-])(=O)C.[K+].C(OCC)(=O)C.CCCCCC. (3) Given the product [F:2][C:3]1[C:8]([F:9])=[CH:7][CH:6]=[CH:5][C:4]=1[C@H:10]1[CH2:16][N:15]2[CH:17]([CH2:20][CH3:21])[CH2:18][N:19]=[C:14]2[C@H:13]([NH2:22])[CH2:12][CH2:11]1, predict the reactants needed to synthesize it. The reactants are: Cl.[F:2][C:3]1[C:8]([F:9])=[CH:7][CH:6]=[CH:5][C:4]=1[C@H:10]1[CH2:16][N:15]2[CH:17]([CH2:20][CH3:21])[CH2:18][N:19]=[C:14]2[C@H:13]([NH:22]C(=O)OC(C)(C)C)[CH2:12][CH2:11]1. (4) Given the product [C:9]([O:30][CH2:12][CH2:13][CH2:14][CH2:15][CH2:16][CH2:17][CH2:18][CH2:19][CH2:20][CH2:21][CH2:22][CH2:23][CH2:24][CH2:25][CH2:26][CH2:27][CH2:28][CH3:29])(=[O:10])[CH:1]=[O:8], predict the reactants needed to synthesize it. The reactants are: [C:1]([C:9](O)=[O:10])(=[O:8])C1C=CC=CC=1.[CH2:12]([OH:30])[CH2:13][CH2:14][CH2:15][CH2:16][CH2:17][CH2:18][CH2:19][CH2:20][CH2:21][CH2:22][CH2:23][CH2:24][CH2:25][CH2:26][CH2:27][CH2:28][CH3:29].C([O-])(O)=O.[Na+]. (5) Given the product [CH:33]1([N:32]2[C:27]3[C:26](=[O:40])[NH:25][C:24]([C:21]4[CH:22]=[CH:23][C:18]([NH:17][CH:14]5[CH2:15][CH2:16][NH:11][CH2:12][CH2:13]5)=[CH:19][C:20]=4[O:41][CH3:42])=[N:29][C:28]=3[C:30]([CH3:39])=[N:31]2)[CH2:34][CH2:35][CH2:36][CH2:37][CH2:38]1, predict the reactants needed to synthesize it. The reactants are: ClCCl.C([N:11]1[CH2:16][CH2:15][CH:14]([NH:17][C:18]2[CH:23]=[CH:22][C:21]([C:24]3[NH:25][C:26](=[O:40])[C:27]4[N:32]([CH:33]5[CH2:38][CH2:37][CH2:36][CH2:35][CH2:34]5)[N:31]=[C:30]([CH3:39])[C:28]=4[N:29]=3)=[C:20]([O:41][CH3:42])[CH:19]=2)[CH2:13][CH2:12]1)C1C=CC=CC=1.ClC(OC(Cl)C)=O.